Dataset: Full USPTO retrosynthesis dataset with 1.9M reactions from patents (1976-2016). Task: Predict the reactants needed to synthesize the given product. (1) Given the product [CH3:15][C:9]1([N:8]2[C:7]3=[N:6][C:5]([OH:16])=[CH:4][CH:3]=[C:2]3[N:1]=[CH:17]2)[CH2:14][CH2:13][CH2:12][CH2:11][CH2:10]1, predict the reactants needed to synthesize it. The reactants are: [NH2:1][C:2]1[CH:3]=[CH:4][C:5]([OH:16])=[N:6][C:7]=1[NH:8][C:9]1([CH3:15])[CH2:14][CH2:13][CH2:12][CH2:11][CH2:10]1.[CH:17](OC)(OC)OC. (2) The reactants are: [CH2:1]1[CH2:14][O:13][C:8]23[O:9][CH2:10][CH2:11][O:12][C:3]2([C@:4]2([CH2:27][CH2:26][C@H:25]4[C@@H:15]([C:16](=[O:28])[CH:17]=[C:18]5[C@:23]4([CH3:24])[CH2:22][CH2:21][CH2:20][CH2:19]5)[C@@H:6]2[CH2:7]3)[CH3:5])[O:2]1.C(O[C@H]1CC[C@@]2(C)C(CC(=O)[C@@H]3[C@@H]2CC[C@@]2(C)[C@H]3CCC2=O)C1)(=O)C. Given the product [CH2:11]1[CH2:10][O:9][C:8]23[O:13][CH2:14][CH2:1][O:2][C:3]2([C@:4]2([CH2:27][CH2:26][C@H:25]4[C@@H:15]([C:16](=[O:28])[CH2:17][CH:18]5[C@:23]4([CH3:24])[CH2:22][CH2:21][CH2:20][CH2:19]5)[C@@H:6]2[CH2:7]3)[CH3:5])[O:12]1, predict the reactants needed to synthesize it.